Dataset: Reaction yield outcomes from USPTO patents with 853,638 reactions. Task: Predict the reaction yield, written as a fraction of the theoretical maximum amount of product (1.0 means a 100% yield; for example, 0.34 means a 34% yield). (1) The reactants are [CH2:1]([C:3]1[N:7]2[N:8]=[C:9]([CH2:21][C:22]([CH3:25])([CH3:24])[CH3:23])[CH:10]=[C:11]([C:12]3[CH:13]=[C:14]([CH:18]=[CH:19][CH:20]=3)[C:15](N)=[O:16])[C:6]2=[CH:5][CH:4]=1)[CH3:2].[OH2:26].[OH-].[K+].Cl. The catalyst is C(O)C. The product is [CH2:1]([C:3]1[N:7]2[N:8]=[C:9]([CH2:21][C:22]([CH3:25])([CH3:23])[CH3:24])[CH:10]=[C:11]([C:12]3[CH:13]=[C:14]([CH:18]=[CH:19][CH:20]=3)[C:15]([OH:16])=[O:26])[C:6]2=[CH:5][CH:4]=1)[CH3:2]. The yield is 0.541. (2) The reactants are C([O:3][C:4]([C:6]1[CH:7]=[N:8][C:9]2[C:14]([C:15]=1[NH:16][CH2:17][C:18]1[CH:23]=[CH:22][C:21]([O:24][CH3:25])=[C:20]([Cl:26])[CH:19]=1)=[CH:13][C:12]([C:27]#[N:28])=[CH:11][C:10]=2[CH2:29][CH3:30])=O)C.C(O[AlH-](OC(C)(C)C)OC(C)(C)C)(C)(C)C.[Li+].C1COCC1. The catalyst is C1COCC1. The product is [Cl:26][C:20]1[CH:19]=[C:18]([CH2:17][NH:16][C:15]2[C:14]3[C:9](=[C:10]([CH2:29][CH3:30])[CH:11]=[C:12]([C:27]#[N:28])[CH:13]=3)[N:8]=[CH:7][C:6]=2[CH2:4][OH:3])[CH:23]=[CH:22][C:21]=1[O:24][CH3:25]. The yield is 0.840. (3) The reactants are [NH2:1][C:2]1[C:10]2[S:9][C:8]([NH:11][C:12]([NH:14][CH2:15][CH3:16])=[O:13])=[N:7][C:6]=2[CH:5]=[C:4]([C:17]2[CH:18]=[N:19][C:20]([N:23]3[CH2:28][CH2:27][C:26]([CH3:34])([C:29]([O:31][CH2:32][CH3:33])=[O:30])[CH2:25][CH2:24]3)=[N:21][CH:22]=2)[CH:3]=1.Cl.[N:36]1[CH:41]=[CH:40][CH:39]=[CH:38][C:37]=1[C:42](Cl)=[O:43]. The catalyst is N1C=CC=CC=1. The product is [CH2:15]([NH:14][C:12](=[O:13])[NH:11][C:8]1[S:9][C:10]2[C:2]([NH:1][C:42](=[O:43])[C:37]3[CH:38]=[CH:39][CH:40]=[CH:41][N:36]=3)=[CH:3][C:4]([C:17]3[CH:18]=[N:19][C:20]([N:23]4[CH2:24][CH2:25][C:26]([CH3:34])([C:29]([O:31][CH2:32][CH3:33])=[O:30])[CH2:27][CH2:28]4)=[N:21][CH:22]=3)=[CH:5][C:6]=2[N:7]=1)[CH3:16]. The yield is 0.680.